From a dataset of Full USPTO retrosynthesis dataset with 1.9M reactions from patents (1976-2016). Predict the reactants needed to synthesize the given product. (1) Given the product [CH:10]([N:23]1[C:31]2[C:26](=[CH:27][C:28]([Cl:32])=[CH:29][CH:30]=2)[C:25]([CH2:67][CH2:66][CH2:65][C:62]2[CH:63]=[CH:64][C:9]([C:8]([OH:7])=[O:73])=[CH:60][CH:61]=2)=[C:24]1[CH2:33][CH2:34][NH:35][S:36]([CH2:39][C:40]1[CH:45]=[CH:44][C:43]([Cl:46])=[C:42]([Cl:47])[CH:41]=1)(=[O:37])=[O:38])([C:11]1[CH:16]=[CH:15][CH:14]=[CH:13][CH:12]=1)[C:17]1[CH:18]=[CH:19][CH:20]=[CH:21][CH:22]=1, predict the reactants needed to synthesize it. The reactants are: B(F)(F)F.CC[O:7][CH2:8][CH3:9].[CH:10]([N:23]1[C:31]2[C:26](=[CH:27][C:28]([Cl:32])=[CH:29][CH:30]=2)[CH:25]=[C:24]1[CH2:33][CH2:34][NH:35][S:36]([CH2:39][C:40]1[CH:45]=[CH:44][C:43]([Cl:46])=[C:42]([Cl:47])[CH:41]=1)(=[O:38])=[O:37])([C:17]1[CH:22]=[CH:21][CH:20]=[CH:19][CH:18]=1)[C:11]1[CH:16]=[CH:15][CH:14]=[CH:13][CH:12]=1.C([SiH](CC)CC)C.C(OC(=O)C1[CH:64]=[CH:63][C:62]([CH2:65][CH2:66][CH:67]=O)=[CH:61][CH:60]=1)C.FC(F)(F)C(O)=[O:73].B(F)(F)F.C(=O)(O)[O-].[Na+].[OH-].[Na+].C(O)(=O)C. (2) Given the product [C:4]([CH:6]1[CH2:10][CH2:9][N:8]([C:11]([O:13][C:14]([CH3:15])([CH3:16])[CH3:17])=[O:12])[CH2:7]1)(=[O:5])[CH3:19], predict the reactants needed to synthesize it. The reactants are: CON(C)[C:4]([CH:6]1[CH2:10][CH2:9][N:8]([C:11]([O:13][C:14]([CH3:17])([CH3:16])[CH3:15])=[O:12])[CH2:7]1)=[O:5].[CH3:19][Mg]Cl.[NH4+].[Cl-]. (3) Given the product [NH2:1][C:2]1[C:3]([O:10][CH2:11][C@@H:12]2[CH2:16][CH2:15][N:14]([C:17]([O:19][C:20]([CH3:23])([CH3:22])[CH3:21])=[O:18])[CH2:13]2)=[N:4][C:5]([C:29]2[CH:30]=[CH:31][C:26]([C:24]#[N:25])=[CH:27][CH:28]=2)=[C:6]([Cl:8])[N:7]=1, predict the reactants needed to synthesize it. The reactants are: [NH2:1][C:2]1[C:3]([O:10][CH2:11][C@@H:12]2[CH2:16][CH2:15][N:14]([C:17]([O:19][C:20]([CH3:23])([CH3:22])[CH3:21])=[O:18])[CH2:13]2)=[N:4][C:5](Br)=[C:6]([Cl:8])[N:7]=1.[C:24]([C:26]1[CH:31]=[CH:30][C:29](B(O)O)=[CH:28][CH:27]=1)#[N:25].C(=O)([O-])[O-].[Na+].[Na+]. (4) Given the product [NH2:105][C:78]1[N:79]=[C:80]([S:82][CH2:83][CH2:84][NH2:85])[N:81]=[C:76]([S:75]/[CH:44]=[CH:43]/[C:22]2[CH2:21][S:20][C@H:19]3[N:24]([C:25](=[O:26])[C@H:18]3[NH:17][C:15](=[O:16])[C:14]([C:12]3[N:13]=[C:9]([NH2:8])[S:10][C:11]=3[Cl:74])=[N:53][OH:54])[C:23]=2[C:27]([OH:29])=[O:28])[CH:77]=1, predict the reactants needed to synthesize it. The reactants are: C(OC([NH:8][C:9]1[S:10][C:11]([Cl:74])=[C:12]([C:14](=[N:53][O:54]C(C2C=CC=CC=2)(C2C=CC=CC=2)C2C=CC=CC=2)[C:15]([NH:17][C@@H:18]2[C:25](=[O:26])[N:24]3[C@@H:19]2[S:20][CH2:21][C:22](/[CH:43]=[CH:44]/OS(C(F)(F)F)(=O)=O)=[C:23]3[C:27]([O:29]C(C2C=CC=CC=2)C2C=CC=CC=2)=[O:28])=[O:16])[N:13]=1)=O)(C)(C)C.[SH:75][C:76]1[N:81]=[C:80]([S:82][CH2:83][CH2:84][NH:85]C(C2C=CC=CC=2)(C2C=CC=CC=2)C2C=CC=CC=2)[N:79]=[C:78]([NH:105]C(=O)OC(C)(C)C)[CH:77]=1. (5) Given the product [Cl:29][C:15]1[N:11]2[CH2:10][CH2:9][NH:8][CH2:6][C:12]2=[C:13]([C:24]([O:26][CH2:27][CH3:28])=[O:25])[C:14]=1[C:17]1[CH:22]=[CH:21][CH:20]=[C:19]([F:23])[CH:18]=1, predict the reactants needed to synthesize it. The reactants are: C(O[C:6]([NH:8][CH2:9][CH2:10][N:11]1[C:15](Br)=[C:14]([C:17]2[CH:22]=[CH:21][CH:20]=[C:19]([F:23])[CH:18]=2)[C:13]([C:24]([O:26][CH2:27][CH3:28])=[O:25])=[CH:12]1)=O)(C)(C)C.[ClH:29].C=O.[OH-].[Na+]. (6) The reactants are: [OH:1][C@@H:2]1[CH2:7][CH2:6][CH2:5][CH2:4][C@H:3]1[NH:8][C:9]1[S:10][C:11]2[CH:17]=[C:16]([CH2:18][N:19]3[C:23]4=[N:24][CH:25]=[C:26]([C:28]([OH:30])=O)[CH:27]=[C:22]4[N:21]=[CH:20]3)[CH:15]=[CH:14][C:12]=2[N:13]=1.C1COCC1.[CH3:36][NH:37][CH3:38].F[P-](F)(F)(F)(F)F.N1(O[P+](N(C)C)(N(C)C)N(C)C)C2C=CC=CC=2N=N1. Given the product [OH:1][C@@H:2]1[CH2:7][CH2:6][CH2:5][CH2:4][C@H:3]1[NH:8][C:9]1[S:10][C:11]2[CH:17]=[C:16]([CH2:18][N:19]3[C:23]4=[N:24][CH:25]=[C:26]([C:28]([N:37]([CH3:38])[CH3:36])=[O:30])[CH:27]=[C:22]4[N:21]=[CH:20]3)[CH:15]=[CH:14][C:12]=2[N:13]=1, predict the reactants needed to synthesize it. (7) Given the product [CH3:20][O:19][C:14]1[CH:15]=[C:16]2[C:11](=[CH:12][CH:13]=1)[C:10]([C:21]1[CH:22]=[CH:23][C:24]([O:27][CH2:28][CH2:29][N:30]3[CH2:34][CH2:33][CH2:32][CH2:31]3)=[N:25][CH:26]=1)=[C:9]([C:1]1[CH:6]=[CH:5][CH:4]=[CH:3][CH:2]=1)[CH2:18][CH2:17]2, predict the reactants needed to synthesize it. The reactants are: [C:1]1([Li])[CH:6]=[CH:5][CH:4]=[CH:3][CH:2]=1.Br[C:9]1[CH2:18][CH2:17][C:16]2[C:11](=[CH:12][CH:13]=[C:14]([O:19][CH3:20])[CH:15]=2)[C:10]=1[C:21]1[CH:22]=[CH:23][C:24]([O:27][CH2:28][CH2:29][N:30]2[CH2:34][CH2:33][CH2:32][CH2:31]2)=[N:25][CH:26]=1.[NH4+].[Cl-].